Dataset: CYP2C9 substrate classification data from Carbon-Mangels et al.. Task: Regression/Classification. Given a drug SMILES string, predict its absorption, distribution, metabolism, or excretion properties. Task type varies by dataset: regression for continuous measurements (e.g., permeability, clearance, half-life) or binary classification for categorical outcomes (e.g., BBB penetration, CYP inhibition). Dataset: cyp2c9_substrate_carbonmangels. (1) The molecule is O=C1CCc2cc(OCCCCc3nnnn3C3CCCCC3)ccc2N1. The result is 0 (non-substrate). (2) The drug is CN[C@H]1CC[C@@H](c2ccc(Cl)c(Cl)c2)c2ccccc21. The result is 1 (substrate). (3) The drug is Cc1nnc2n1-c1sc(Br)cc1C(c1ccccc1Cl)=NC2. The result is 0 (non-substrate). (4) The compound is CCC(=O)N(c1ccccc1)C1CCN(CCc2ccccc2)CC1. The result is 0 (non-substrate).